From a dataset of Reaction yield outcomes from USPTO patents with 853,638 reactions. Predict the reaction yield, written as a fraction of the theoretical maximum amount of product (1.0 means a 100% yield; for example, 0.34 means a 34% yield). The reactants are C[Mg]Br.[Br:4][C:5]1[CH:6]=[C:7]2[C:12](=[CH:13][CH:14]=1)[C:11](=O)[CH2:10][CH2:9][C:8]2([CH3:17])[CH3:16].[C:18]1(C)C=CC(S(O)(=O)=O)=CC=1.O. The catalyst is C(OCC)C.ClCCl. The product is [Br:4][C:5]1[CH:6]=[C:7]2[C:12]([C:11]([CH3:18])=[CH:10][CH2:9][C:8]2([CH3:17])[CH3:16])=[CH:13][CH:14]=1. The yield is 0.650.